This data is from Full USPTO retrosynthesis dataset with 1.9M reactions from patents (1976-2016). The task is: Predict the reactants needed to synthesize the given product. (1) The reactants are: [Cl:1][C:2]1[CH:7]=[CH:6][C:5]([S:8](Cl)(=[O:10])=[O:9])=[CH:4][C:3]=1[N+:12]([O-:14])=[O:13].[Br:15][C:16]1[CH:22]=[CH:21][C:19]([NH2:20])=[CH:18][CH:17]=1.C([O-])(=O)C.[Na+]. Given the product [Br:15][C:16]1[CH:22]=[CH:21][C:19]([NH:20][S:8]([C:5]2[CH:6]=[CH:7][C:2]([Cl:1])=[C:3]([N+:12]([O-:14])=[O:13])[CH:4]=2)(=[O:10])=[O:9])=[CH:18][CH:17]=1, predict the reactants needed to synthesize it. (2) Given the product [I:1][C:2]1[CH:10]=[CH:9][C:8]([N+:11]([O-:13])=[O:12])=[CH:7][C:3]=1[C:4]([O:6][CH3:19])=[O:5], predict the reactants needed to synthesize it. The reactants are: [I:1][C:2]1[CH:10]=[CH:9][C:8]([N+:11]([O-:13])=[O:12])=[CH:7][C:3]=1[C:4]([OH:6])=[O:5].S(=O)(=O)(O)O.[CH3:19]O. (3) Given the product [CH3:11][CH:9]([CH3:10])[C@H:8]([NH:7][C:6](=[O:33])[C@@H:42]([NH:41][C:39](=[O:40])[CH2:66][CH2:65][C:59]1[CH:64]=[CH:63][CH:62]=[CH:61][CH:60]=1)[CH2:46][C:47]1[CH:52]=[CH:51][C:50]([O:53][CH3:54])=[C:49]([O:55][CH3:56])[C:48]=1[O:57][CH3:58])[C:12]([NH:13][C@H:14]([B:19]1[O:27][C@H:26]2[C@:21]([CH3:31])([C@H:22]3[CH2:28][C@@H:24]([CH2:25]2)[C:23]3([CH3:29])[CH3:30])[O:20]1)[CH2:15][CH:16]([CH3:17])[CH3:18])=[O:32], predict the reactants needed to synthesize it. The reactants are: C(O[C:6](=[O:33])[NH:7][C@H:8]([C:12](=[O:32])[NH:13][C@H:14]([B:19]1[O:27][C@H:26]2[C@:21]([CH3:31])([C@H:22]3[CH2:28][C@@H:24]([CH2:25]2)[C:23]3([CH3:30])[CH3:29])[O:20]1)[CH2:15][CH:16]([CH3:18])[CH3:17])[CH:9]([CH3:11])[CH3:10])(C)(C)C.C(O[C:39]([NH:41][C@@H:42]([CH2:46][C:47]1[CH:52]=[CH:51][C:50]([O:53][CH3:54])=[C:49]([O:55][CH3:56])[C:48]=1[O:57][CH3:58])C(O)=O)=[O:40])(C)(C)C.[C:59]1([CH2:65][CH2:66]C(O)=O)[CH:64]=[CH:63][CH:62]=[CH:61][CH:60]=1. (4) Given the product [Br:1][C:2]1[N:7]=[C:6]2[C:8]([C:11]([NH:17][CH:15]([CH3:16])[CH3:14])=[O:13])=[CH:9][NH:10][C:5]2=[N:4][CH:3]=1, predict the reactants needed to synthesize it. The reactants are: [Br:1][C:2]1[N:7]=[C:6]2[C:8]([C:11]([OH:13])=O)=[CH:9][NH:10][C:5]2=[N:4][CH:3]=1.[CH3:14][CH:15]([NH2:17])[CH3:16].CN(C(ON1N=NC2C=CC=NC1=2)=[N+](C)C)C.F[P-](F)(F)(F)(F)F.